Dataset: Full USPTO retrosynthesis dataset with 1.9M reactions from patents (1976-2016). Task: Predict the reactants needed to synthesize the given product. Given the product [F:1][C:2]1[CH:20]=[CH:19][C:5]([O:6][C@@H:7]([CH2:11][C:12]2[CH:17]=[CH:16][C:15]([OH:18])=[CH:14][CH:13]=2)[C:8]([O:10][CH2:30][CH2:29][Si:28]([CH3:33])([CH3:32])[CH3:27])=[O:9])=[CH:4][CH:3]=1, predict the reactants needed to synthesize it. The reactants are: [F:1][C:2]1[CH:20]=[CH:19][C:5]([O:6][C@@H:7]([CH2:11][C:12]2[CH:17]=[CH:16][C:15]([OH:18])=[CH:14][CH:13]=2)[C:8]([OH:10])=[O:9])=[CH:4][CH:3]=1.C(Cl)(=O)C(Cl)=O.[CH3:27][Si:28]([CH3:33])([CH3:32])[CH2:29][CH2:30]O.